Task: Predict the product of the given reaction.. Dataset: Forward reaction prediction with 1.9M reactions from USPTO patents (1976-2016) (1) Given the reactants O[C:2]1[N:3]=[CH:4][N:5]=[C:6]2[C:13]=1[C:12]1[C@H:11]([CH2:14][C:15]([O:17][CH2:18][CH3:19])=[O:16])[CH2:10][CH2:9][C:8]=1[S:7]2.P(Cl)(Cl)([Cl:22])=O, predict the reaction product. The product is: [Cl:22][C:2]1[N:3]=[CH:4][N:5]=[C:6]2[C:13]=1[C:12]1[C@H:11]([CH2:14][C:15]([O:17][CH2:18][CH3:19])=[O:16])[CH2:10][CH2:9][C:8]=1[S:7]2. (2) Given the reactants CS(O[CH:6]([C:12]1[S:13][CH:14]=[CH:15][CH:16]=1)[C:7]([O:9][CH2:10][CH3:11])=[O:8])(=O)=O.[NH2:17][C:18]1[CH:23]=[CH:22][CH:21]=[CH:20][CH:19]=1.CCN(C(C)C)C(C)C, predict the reaction product. The product is: [C:18]1([NH:17][CH:6]([C:12]2[S:13][CH:14]=[CH:15][CH:16]=2)[C:7]([O:9][CH2:10][CH3:11])=[O:8])[CH:23]=[CH:22][CH:21]=[CH:20][CH:19]=1. (3) Given the reactants [CH3:1][C:2]1[C@@H:19]([O:20][C:21]([C@H:23]([OH:40])[C@@H:24]([NH:31][C:32]([C:34]2[CH:35]=[CH:36][CH:37]=[CH:38][CH:39]=2)=[O:33])[C:25]2[CH:26]=[CH:27][CH:28]=[CH:29][CH:30]=2)=[O:22])[CH2:18][C@:14]2([OH:41])[C:15]([CH3:17])([CH3:16])[C:3]=1[C@@H:4]([O:59][C:60]([CH3:62])=[O:61])[C:5]([C@@:7]1([CH3:58])[C@H:12]([C@@H:13]2[O:42][C:43]([C:45]2[CH:46]=[CH:47][CH:48]=[CH:49][CH:50]=2)=[O:44])[C@:11]2([O:53][C:54]([CH3:56])=[O:55])[CH2:51][O:52][C@@H:10]2[CH2:9][C@@H:8]1[OH:57])=[O:6], predict the reaction product. The product is: [CH3:1][C:2]1[C@@H:19]([O:20][C:21]([C@H:23]([OH:40])[C@@H:24]([NH:31][C:32]([C:34]2[CH:39]=[CH:38][CH:37]=[CH:36][CH:35]=2)=[O:33])[C:25]2[CH:26]=[CH:27][CH:28]=[CH:29][CH:30]=2)=[O:22])[CH2:18][C@:14]2([OH:41])[C:15]([CH3:16])([CH3:17])[C:3]=1[C@@H:4]([O:59][C:60]([CH3:62])=[O:61])[C:5]([C@@:7]1([CH3:58])[C@H:12]([C@@H:13]2[O:42][C:43]([C:45]2[CH:50]=[CH:49][CH:48]=[CH:47][CH:46]=2)=[O:44])[C@:11]2([O:53][C:54]([CH3:56])=[O:55])[CH2:51][O:52][C@@H:10]2[CH2:9][C@@H:8]1[OH:57])=[O:6].[CH2:5]([OH:6])[CH3:4].